From a dataset of Catalyst prediction with 721,799 reactions and 888 catalyst types from USPTO. Predict which catalyst facilitates the given reaction. (1) Reactant: Cl[C:2]([O:4][CH2:5][CH3:6])=[O:3].[Cl:7][C:8]1[CH:9]=[CH:10][C:11]2[N:12]([CH:14]=[C:15]([C:17]3[CH:22]=[CH:21][CH:20]=[CH:19][CH:18]=3)[N:16]=2)[N:13]=1.[N:23]1[CH:28]=[CH:27][CH:26]=[CH:25][N:24]=1. Product: [Cl:7][C:8]1[CH:9]=[CH:10][C:11]2[N:12]([C:14]([CH:27]3[CH:26]=[CH:25][N:24]([C:2]([O:4][CH2:5][CH3:6])=[O:3])[N:23]=[CH:28]3)=[C:15]([C:17]3[CH:22]=[CH:21][CH:20]=[CH:19][CH:18]=3)[N:16]=2)[N:13]=1. The catalyst class is: 4. (2) Reactant: [OH:1][CH:2]([C:13]1[CH:18]=[CH:17][CH:16]=[C:15]([O:19][CH3:20])[CH:14]=1)[CH2:3][O:4][C:5]1[CH:12]=[CH:11][C:8]([CH:9]=O)=[CH:7][CH:6]=1.[S:21]1[CH2:25][C:24](=[O:26])[NH:23][C:22]1=[O:27].N1CCCCC1. Product: [OH:1][CH:2]([C:13]1[CH:18]=[CH:17][CH:16]=[C:15]([O:19][CH3:20])[CH:14]=1)[CH2:3][O:4][C:5]1[CH:12]=[CH:11][C:8]([CH:9]=[C:25]2[S:21][C:22](=[O:27])[NH:23][C:24]2=[O:26])=[CH:7][CH:6]=1. The catalyst class is: 14. (3) Reactant: [C:1]([CH2:4][C:5]1[C:9]([Cl:10])=[C:8]([Cl:11])[S:7][C:6]=1[CH2:12][C:13](O)=[O:14])(O)=[O:2].B.C1COCC1. Product: [Cl:10][C:9]1[C:5]([CH2:4][CH2:1][OH:2])=[C:6]([CH2:12][CH2:13][OH:14])[S:7][C:8]=1[Cl:11]. The catalyst class is: 1. (4) Reactant: CCN(C(C)C)C(C)C.[CH2:10]([Li])[CH2:11][CH2:12][CH3:13].[Si]([N:22]1[CH2:26][CH2:25][CH2:24][C:23]1=[O:27])(C(C)(C)C)(C)C.BrCCC=C. Product: [CH2:10]([CH:24]1[CH2:25][CH2:26][NH:22][C:23]1=[O:27])[CH2:11][CH:12]=[CH2:13]. The catalyst class is: 1. (5) Reactant: [C:1]([O:5][C:6]([NH:8][CH2:9][C:10]([OH:12])=O)=[O:7])([CH3:4])([CH3:3])[CH3:2].Cl.CN(C)CCCN=C=NCC.[F:25][C:26]1[CH:40]=[CH:39][C:29]([CH2:30][N:31]2[CH2:36][C@H:35]([CH3:37])[NH:34][CH2:33][C@H:32]2[CH3:38])=[CH:28][CH:27]=1. Product: [C:1]([O:5][C:6](=[O:7])[NH:8][CH2:9][C:10]([N:34]1[CH2:33][C@H:32]([CH3:38])[N:31]([CH2:30][C:29]2[CH:39]=[CH:40][C:26]([F:25])=[CH:27][CH:28]=2)[CH2:36][C@H:35]1[CH3:37])=[O:12])([CH3:2])([CH3:3])[CH3:4]. The catalyst class is: 112.